This data is from Forward reaction prediction with 1.9M reactions from USPTO patents (1976-2016). The task is: Predict the product of the given reaction. The product is: [C:1]([C:5]1[S:6][CH:7]=[C:8]([CH2:10][P:12](=[O:19])([O:16][CH2:17][CH3:18])[O:13][CH2:14][CH3:15])[N:9]=1)([CH3:4])([CH3:3])[CH3:2]. Given the reactants [C:1]([C:5]1[S:6][CH:7]=[C:8]([CH2:10]Cl)[N:9]=1)([CH3:4])([CH3:3])[CH3:2].[P:12]([O:19]CC)([O:16][CH2:17][CH3:18])[O:13][CH2:14][CH3:15], predict the reaction product.